Dataset: Catalyst prediction with 721,799 reactions and 888 catalyst types from USPTO. Task: Predict which catalyst facilitates the given reaction. (1) Reactant: [C:1]([NH:4][C:5]1[S:6][C:7]([C:11]2[CH:12]=[C:13]([S:17](Cl)(=[O:19])=[O:18])[S:14][C:15]=2[Br:16])=[C:8]([CH3:10])[N:9]=1)(=[O:3])[CH3:2].C(N(CC)CC)C.[C:28]([O:32][C:33](=[O:42])[N:34]([CH3:41])[CH:35]1[CH2:40][CH2:39][NH:38][CH2:37][CH2:36]1)([CH3:31])([CH3:30])[CH3:29]. Product: [C:28]([O:32][C:33](=[O:42])[N:34]([CH:35]1[CH2:36][CH2:37][N:38]([S:17]([C:13]2[S:14][C:15]([Br:16])=[C:11]([C:7]3[S:6][C:5]([NH:4][C:1](=[O:3])[CH3:2])=[N:9][C:8]=3[CH3:10])[CH:12]=2)(=[O:19])=[O:18])[CH2:39][CH2:40]1)[CH3:41])([CH3:31])([CH3:29])[CH3:30]. The catalyst class is: 2. (2) Reactant: [N:1]([CH2:8][CH2:9][OH:10])([CH2:5][CH2:6][OH:7])[CH2:2][CH2:3][OH:4].C(N(CC)CC)C.[C:18](Cl)(=[O:20])[CH3:19].[C:22]([O:25][CH2:26][C:27](Cl)=[O:28])(=[O:24])[CH3:23].C1C[O:33][CH2:32][CH2:31]1. Product: [C:18]([O:4][CH2:3][CH2:2][N:1]([CH2:8][CH2:9][O:10][C:27](=[O:28])[CH2:26][O:25][C:22](=[O:24])[CH3:23])[CH2:5][CH2:6][O:7][C:32](=[O:33])[CH3:31])(=[O:20])[CH3:19]. The catalyst class is: 6. (3) Product: [C:21]([O:25][C:26]([N:8]1[C:9]2[C:5](=[CH:4][C:3]([F:20])=[C:2]([Cl:1])[CH:10]=2)/[C:6](=[CH:12]/[C:13]2[CH:18]=[CH:17][CH:16]=[C:15]([Cl:19])[CH:14]=2)/[C:7]1=[O:11])=[O:27])([CH3:24])([CH3:23])[CH3:22]. The catalyst class is: 119. Reactant: [Cl:1][C:2]1[CH:10]=[C:9]2[C:5](/[C:6](=[CH:12]/[C:13]3[CH:18]=[CH:17][CH:16]=[C:15]([Cl:19])[CH:14]=3)/[C:7](=[O:11])[NH:8]2)=[CH:4][C:3]=1[F:20].[C:21]([O:25][C:26](O[C:26]([O:25][C:21]([CH3:24])([CH3:23])[CH3:22])=[O:27])=[O:27])([CH3:24])([CH3:23])[CH3:22].C(N(CC)CC)C. (4) Reactant: [CH:1]1([CH2:7][CH2:8][CH2:9][C@@H:10]([C:15]2[O:19][N:18]=[C:17]([CH:20]([CH3:22])[CH3:21])[N:16]=2)[CH2:11][C:12](O)=[O:13])[CH2:6][CH2:5][CH2:4][CH2:3][CH2:2]1.C(N1C=CN=C1)(N1C=CN=C1)=O.Cl.[NH2:36][OH:37]. Product: [NH3:16].[CH:1]1([CH2:7][CH2:8][CH2:9][C@@H:10]([C:15]2[O:19][N:18]=[C:17]([CH:20]([CH3:22])[CH3:21])[N:16]=2)[CH2:11][C:12]([NH:36][OH:37])=[O:13])[CH2:6][CH2:5][CH2:4][CH2:3][CH2:2]1. The catalyst class is: 7.